From a dataset of NCI-60 drug combinations with 297,098 pairs across 59 cell lines. Regression. Given two drug SMILES strings and cell line genomic features, predict the synergy score measuring deviation from expected non-interaction effect. (1) Drug 1: C1=CC(=CC=C1CCCC(=O)O)N(CCCl)CCCl. Drug 2: C1=NNC2=C1C(=O)NC=N2. Cell line: A549. Synergy scores: CSS=18.5, Synergy_ZIP=0.168, Synergy_Bliss=0.655, Synergy_Loewe=-17.1, Synergy_HSA=0.911. (2) Drug 1: CN(C)C1=NC(=NC(=N1)N(C)C)N(C)C. Drug 2: CCC(=C(C1=CC=CC=C1)C2=CC=C(C=C2)OCCN(C)C)C3=CC=CC=C3.C(C(=O)O)C(CC(=O)O)(C(=O)O)O. Cell line: MALME-3M. Synergy scores: CSS=-7.69, Synergy_ZIP=3.26, Synergy_Bliss=1.23, Synergy_Loewe=-4.41, Synergy_HSA=-4.82. (3) Drug 1: C1=NC2=C(N1)C(=S)N=C(N2)N. Synergy scores: CSS=63.1, Synergy_ZIP=-3.83, Synergy_Bliss=-4.71, Synergy_Loewe=-2.79, Synergy_HSA=2.46. Drug 2: CCC1(CC2CC(C3=C(CCN(C2)C1)C4=CC=CC=C4N3)(C5=C(C=C6C(=C5)C78CCN9C7C(C=CC9)(C(C(C8N6C)(C(=O)OC)O)OC(=O)C)CC)OC)C(=O)OC)O.OS(=O)(=O)O. Cell line: CAKI-1.